This data is from Catalyst prediction with 721,799 reactions and 888 catalyst types from USPTO. The task is: Predict which catalyst facilitates the given reaction. (1) Reactant: [C:1]([NH:4][C:5]1[N:9]([C:10]2[CH:15]=[C:14]([S:16][CH2:17][C:18]([F:21])([F:20])[F:19])[C:13]([CH3:22])=[CH:12][C:11]=2[F:23])[N:8]=[C:7]([OH:24])[CH:6]=1)(=[O:3])[CH3:2].[C:25](=O)([O-])[O-].[K+].[K+].[F:31][C:32]([F:55])([F:54])[C:33]([F:53])([F:52])[C:34]([F:51])([F:50])[C:35]([F:49])([F:48])S(OCC(F)(F)C(F)(F)F)(=O)=O. Product: [C:1]([NH:4][C:5]1[N:9]([C:10]2[CH:15]=[C:14]([S:16][CH2:17][C:18]([F:19])([F:20])[F:21])[C:13]([CH3:22])=[CH:12][C:11]=2[F:23])[N:8]=[C:7]([O:24][CH2:25][C:35]([F:48])([F:49])[C:34]([F:50])([F:51])[C:33]([F:52])([F:53])[C:32]([F:31])([F:54])[F:55])[CH:6]=1)(=[O:3])[CH3:2]. The catalyst class is: 16. (2) The catalyst class is: 1. Reactant: [Cl:1][C:2]1[CH:3]=[CH:4][C:5]([N+:11]([O-:13])=[O:12])=[C:6]([CH:10]=1)[C:7](O)=[O:8].[C:14](N1C=CN=C1)([N:16]1C=CN=[CH:17]1)=O.C(N(CC)CC)C.Cl.CNC. Product: [Cl:1][C:2]1[CH:3]=[CH:4][C:5]([N+:11]([O-:13])=[O:12])=[C:6]([CH:10]=1)[C:7]([N:16]([CH3:17])[CH3:14])=[O:8]. (3) Reactant: [C:1]([C:9]1[CH:37]=[CH:36][C:12]2[N:13]([CH2:17][CH2:18][O:19][C:20]3[CH:35]=[CH:34][C:23]([CH2:24][CH:25]([C:30]([O:32][CH3:33])=[O:31])[C:26]([O:28][CH3:29])=[O:27])=[CH:22][CH:21]=3)[C:14](=[O:16])[S:15][C:11]=2[CH:10]=1)(=O)[C:2]1[CH:7]=[CH:6][CH:5]=[CH:4][CH:3]=1.C([SiH](CC)CC)C. Product: [CH2:1]([C:9]1[CH:37]=[CH:36][C:12]2[N:13]([CH2:17][CH2:18][O:19][C:20]3[CH:35]=[CH:34][C:23]([CH2:24][CH:25]([C:30]([O:32][CH3:33])=[O:31])[C:26]([O:28][CH3:29])=[O:27])=[CH:22][CH:21]=3)[C:14](=[O:16])[S:15][C:11]=2[CH:10]=1)[C:2]1[CH:7]=[CH:6][CH:5]=[CH:4][CH:3]=1. The catalyst class is: 55.